This data is from Catalyst prediction with 721,799 reactions and 888 catalyst types from USPTO. The task is: Predict which catalyst facilitates the given reaction. (1) Reactant: [Cl:1][C:2]1[CH:3]=[C:4]([N:9]2[C:13](=[O:14])[C@@:12]([CH3:27])([CH2:15][C:16]3[CH:21]=[CH:20][C:19]([O:22][C:23]([F:26])([F:25])[F:24])=[CH:18][CH:17]=3)[N:11]3[CH:28]=[CH:29][N:30]=[C:10]23)[CH:5]=[C:6]([Cl:8])[CH:7]=1.[I:31]N1C(=O)CCC1=O.C1(C)C=CC(S([O-])(=O)=O)=CC=1.[NH+]1C=CC=CC=1. Product: [Cl:8][C:6]1[CH:5]=[C:4]([N:9]2[C:13](=[O:14])[C@@:12]([CH3:27])([CH2:15][C:16]3[CH:17]=[CH:18][C:19]([O:22][C:23]([F:26])([F:24])[F:25])=[CH:20][CH:21]=3)[N:11]3[C:28]([I:31])=[CH:29][N:30]=[C:10]23)[CH:3]=[C:2]([Cl:1])[CH:7]=1. The catalyst class is: 49. (2) Reactant: [CH3:1][O:2][N:3]([CH3:17])[C:4](=[O:16])[C:5]1[CH:10]=[CH:9][C:8]([C:11]2[N:12]=[N:13][NH:14][N:15]=2)=[CH:7][CH:6]=1.[C:18](=O)([O-])[O-].[K+].[K+].IC.O. Product: [CH3:1][O:2][N:3]([CH3:17])[C:4](=[O:16])[C:5]1[CH:6]=[CH:7][C:8]([C:11]2[N:12]=[N:13][N:14]([CH3:18])[N:15]=2)=[CH:9][CH:10]=1. The catalyst class is: 3. (3) Reactant: [F-].C([N+](CCCC)(CCCC)CCCC)CCC.[CH3:19][O:20][C:21](=[O:47])[C:22]1[CH:27]=[C:26]([CH3:28])[C:25]([Br:29])=[C:24]([S:30][CH2:31][C:32]2[CH:37]=[CH:36][CH:35]=[C:34]([Cl:38])[C:33]=2[O:39][Si](C(C)(C)C)(C)C)[CH:23]=1. The catalyst class is: 1. Product: [CH3:19][O:20][C:21](=[O:47])[C:22]1[CH:27]=[C:26]([CH3:28])[C:25]([Br:29])=[C:24]([S:30][CH2:31][C:32]2[CH:37]=[CH:36][CH:35]=[C:34]([Cl:38])[C:33]=2[OH:39])[CH:23]=1. (4) Product: [CH3:11][C:10]1([CH3:12])[S:9][CH2:8][CH2:7][N:6]([S:13]([C:16]2[CH:17]=[CH:18][C:19]([O:22][CH2:34][C:33]#[C:32][CH2:31][CH2:30][O:29][CH:24]3[CH2:25][CH2:26][CH2:27][CH2:28][O:23]3)=[CH:20][CH:21]=2)(=[O:15])=[O:14])[CH:5]1[C:3]([O:2][CH3:1])=[O:4]. Reactant: [CH3:1][O:2][C:3]([CH:5]1[C:10]([CH3:12])([CH3:11])[S:9][CH2:8][CH2:7][N:6]1[S:13]([C:16]1[CH:21]=[CH:20][C:19]([OH:22])=[CH:18][CH:17]=1)(=[O:15])=[O:14])=[O:4].[O:23]1[CH2:28][CH2:27][CH2:26][CH2:25][CH:24]1[O:29][CH2:30][CH2:31][C:32]#[C:33][CH2:34]O.C1(P(C2C=CC=CC=2)C2C=CC=CC=2)C=CC=CC=1.N(C(OCC)=O)=NC(OCC)=O. The catalyst class is: 56. (5) Reactant: N([O-])=O.[Na+].[Cl:5][C:6]1[CH:11]=[C:10]([C:12]2[CH:17]=[CH:16][C:15]([S:18][CH2:19][CH3:20])=[CH:14][CH:13]=2)[C:9](N)=[CH:8][CH:7]=1.[C:22]([OH:26])(=[O:25])[CH2:23][SH:24].C(=O)([O-])O.[Na+]. Product: [Cl:5][C:6]1[CH:7]=[CH:8][C:9]([S:24][CH2:23][C:22]([OH:26])=[O:25])=[C:10]([C:12]2[CH:17]=[CH:16][C:15]([S:18][CH2:19][CH3:20])=[CH:14][CH:13]=2)[CH:11]=1. The catalyst class is: 223. (6) Reactant: C([NH:8][C@H:9]1[CH2:14][CH2:13][N:12](C(OC(C)(C)C)=O)[CH2:11][C@H:10]1[F:22])C1C=CC=CC=1.Cl[C:24]([O:26][CH2:27][C:28]1[CH:33]=[CH:32][CH:31]=[CH:30][CH:29]=1)=[O:25]. Product: [CH2:27]([O:26][C:24]([NH:8][CH:9]1[CH2:14][CH2:13][NH:12][CH2:11][CH:10]1[F:22])=[O:25])[C:28]1[CH:33]=[CH:32][CH:31]=[CH:30][CH:29]=1. The catalyst class is: 261.